From a dataset of Forward reaction prediction with 1.9M reactions from USPTO patents (1976-2016). Predict the product of the given reaction. Given the reactants Cl[CH2:2][C:3](Cl)=[O:4].[NH:6]([C:13]1[N:18]=[C:17]([CH2:19][NH:20][CH2:21][CH2:22][OH:23])[CH:16]=[CH:15][N:14]=1)[C:7]1[CH:12]=[CH:11][CH:10]=[CH:9][CH:8]=1.C(N(CC)CC)C.[Br-].[Na+], predict the reaction product. The product is: [NH:6]([C:13]1[N:18]=[C:17]([CH2:19][N:20]2[CH2:21][CH2:22][O:23][CH2:2][C:3]2=[O:4])[CH:16]=[CH:15][N:14]=1)[C:7]1[CH:8]=[CH:9][CH:10]=[CH:11][CH:12]=1.